Dataset: Peptide-MHC class II binding affinity with 134,281 pairs from IEDB. Task: Regression. Given a peptide amino acid sequence and an MHC pseudo amino acid sequence, predict their binding affinity value. This is MHC class II binding data. (1) The peptide sequence is TQTMKGVERLAVMGD. The MHC is DRB5_0101 with pseudo-sequence DRB5_0101. The binding affinity (normalized) is 0.421. (2) The binding affinity (normalized) is 0. The peptide sequence is TPTEKDEYCARVNH. The MHC is HLA-DPA10201-DPB11401 with pseudo-sequence YAFFQFSGGAILNTLHLQFEYFDLEKVRVHLDVT.